From a dataset of Forward reaction prediction with 1.9M reactions from USPTO patents (1976-2016). Predict the product of the given reaction. (1) Given the reactants O=C(N[C@@H](C1C=CC=CC=1)C)C([C@@H](NC(=O)[O:12][CH2:13][C:14]1([CH2:18][O:19][C:20]2[CH:25]=[CH:24][N:23]=[C:22](Cl)[N:21]=2)[CH2:17][CH2:16][CH2:15]1)CCCC)=O.[CH3:37][N:38]1[CH2:43][CH2:42]C[CH2:40][CH2:39]1.C[N:45](C)C=O, predict the reaction product. The product is: [CH3:37][N:38]1[CH2:43][CH2:42][N:45]([C:22]2[N:21]=[C:20]([O:19][CH2:18][C:14]3([CH2:13][OH:12])[CH2:15][CH2:16][CH2:17]3)[CH:25]=[CH:24][N:23]=2)[CH2:40][CH2:39]1. (2) Given the reactants C([SiH](CC)CC)C.FC(F)(F)C(O)=O.[Cl:15][C:16]1[CH:21]=[CH:20][C:19]([CH:22](O)[C:23]2[C:31]3[C:26](=[N:27][CH:28]=[C:29]([NH:32][C:33](=[O:49])[C:34]4[C:39]([F:40])=[CH:38][CH:37]=[C:36]([NH:41][S:42]([CH2:45][CH2:46][CH3:47])(=[O:44])=[O:43])[C:35]=4[F:48])[CH:30]=3)[NH:25][CH:24]=2)=[CH:18][CH:17]=1, predict the reaction product. The product is: [Cl:15][C:16]1[CH:17]=[CH:18][C:19]([CH2:22][C:23]2[C:31]3[C:26](=[N:27][CH:28]=[C:29]([NH:32][C:33](=[O:49])[C:34]4[C:39]([F:40])=[CH:38][CH:37]=[C:36]([NH:41][S:42]([CH2:45][CH2:46][CH3:47])(=[O:44])=[O:43])[C:35]=4[F:48])[CH:30]=3)[NH:25][CH:24]=2)=[CH:20][CH:21]=1. (3) Given the reactants [NH2:1][C:2]1[CH:23]=[CH:22][C:5]([CH2:6][N:7]2[C:11]3[N:12]=[C:13]([NH2:21])[N:14]=[C:15]([C:16]4[O:17][CH:18]=[CH:19][CH:20]=4)[C:10]=3[N:9]=[N:8]2)=[CH:4][C:3]=1[CH3:24].Cl[C:26]([O:28][CH2:29][CH3:30])=[O:27].O, predict the reaction product. The product is: [NH2:21][C:13]1[N:14]=[C:15]([C:16]2[O:17][CH:18]=[CH:19][CH:20]=2)[C:10]2[N:9]=[N:8][N:7]([CH2:6][C:5]3[CH:22]=[CH:23][C:2]([NH:1][C:26](=[O:27])[O:28][CH2:29][CH3:30])=[C:3]([CH3:24])[CH:4]=3)[C:11]=2[N:12]=1. (4) Given the reactants [Cl:1][C:2]1[CH:7]=[CH:6][C:5]([C:8]2[N:13]=[C:12]([C:14](O)=[O:15])[CH:11]=[CH:10][C:9]=2[C:17]2[C:22]([O:23][CH3:24])=[CH:21][CH:20]=[CH:19][C:18]=2[O:25][CH3:26])=[CH:4][C:3]=1[O:27][CH2:28][CH2:29][CH2:30][N:31]([CH3:33])[CH3:32].[NH2:34][C:35]1([C:44]([OH:46])=[O:45])[CH:40]2[CH2:41][CH2:42][CH2:43][CH:36]1[CH2:37][CH2:38][CH2:39]2, predict the reaction product. The product is: [ClH:1].[Cl:1][C:2]1[CH:7]=[CH:6][C:5]([C:8]2[N:13]=[C:12]([C:14]([NH:34][C:35]3([C:44]([OH:46])=[O:45])[CH:40]4[CH2:41][CH2:42][CH2:43][CH:36]3[CH2:37][CH2:38][CH2:39]4)=[O:15])[CH:11]=[CH:10][C:9]=2[C:17]2[C:22]([O:23][CH3:24])=[CH:21][CH:20]=[CH:19][C:18]=2[O:25][CH3:26])=[CH:4][C:3]=1[O:27][CH2:28][CH2:29][CH2:30][N:31]([CH3:33])[CH3:32]. (5) Given the reactants C([O:3][C:4](=[O:17])[CH2:5][O:6][N:7]=[C:8]([C:10]1[CH:15]=[CH:14][C:13]([F:16])=[CH:12][CH:11]=1)[CH3:9])C.O.[OH-].[Li+], predict the reaction product. The product is: [F:16][C:13]1[CH:14]=[CH:15][C:10]([C:8](=[N:7][O:6][CH2:5][C:4]([OH:17])=[O:3])[CH3:9])=[CH:11][CH:12]=1. (6) Given the reactants [NH2:1][C:2]1[CH:7]=[C:6]([O:8][CH3:9])[C:5]([Br:10])=[CH:4][C:3]=1[CH2:11]O.[CH:13](=O)[CH2:14][CH2:15][CH3:16].C(C1C=CC=CC=1)(=O)C1C=CC=CC=1.CC(C)([O-])C.[K+], predict the reaction product. The product is: [Br:10][C:5]1[CH:4]=[C:3]2[C:2](=[CH:7][C:6]=1[O:8][CH3:9])[N:1]=[CH:13][C:14]([CH2:15][CH3:16])=[CH:11]2.